Dataset: Forward reaction prediction with 1.9M reactions from USPTO patents (1976-2016). Task: Predict the product of the given reaction. (1) Given the reactants [Cl:1][C:2]1[CH:10]=[C:9]2[C:5]([C:6]([C:11]([N:13]3[CH2:18][CH2:17][C:16]4([C:22]5[CH:23]=[CH:24][CH:25]=[CH:26][C:21]=5[C:20](=[O:27])[O:19]4)[CH2:15][CH2:14]3)=[O:12])=[CH:7][NH:8]2)=[CH:4][CH:3]=1.Br[CH2:29][C:30]1([F:34])[CH2:33][O:32][CH2:31]1, predict the reaction product. The product is: [Cl:1][C:2]1[CH:10]=[C:9]2[C:5]([C:6]([C:11]([N:13]3[CH2:18][CH2:17][C:16]4([C:22]5[CH:23]=[CH:24][CH:25]=[CH:26][C:21]=5[C:20](=[O:27])[O:19]4)[CH2:15][CH2:14]3)=[O:12])=[CH:7][N:8]2[CH2:29][C:30]2([F:34])[CH2:33][O:32][CH2:31]2)=[CH:4][CH:3]=1. (2) Given the reactants [CH3:1][C:2]1[C:7]([CH2:8][C:9]2[O:10][C:11]3[CH:17]=[CH:16][C:15]([CH2:18][C:19](O)=[O:20])=[CH:14][C:12]=3[CH:13]=2)=[CH:6][CH:5]=[CH:4][N:3]=1.[CH3:22][C:23]1[CH:28]=[C:27]([CH3:29])[CH:26]=[CH:25][C:24]=1[CH:30]([C:32]1[CH:37]=[CH:36][CH:35]=[CH:34][CH:33]=1)[NH2:31].C(Cl)CCl.C1C=CC2N(O)N=NC=2C=1.CCN(C(C)C)C(C)C, predict the reaction product. The product is: [CH3:22][C:23]1[CH:28]=[C:27]([CH3:29])[CH:26]=[CH:25][C:24]=1[CH:30]([C:32]1[CH:37]=[CH:36][CH:35]=[CH:34][CH:33]=1)[NH:31][C:19](=[O:20])[CH2:18][C:15]1[CH:16]=[CH:17][C:11]2[O:10][C:9]([CH2:8][C:7]3[C:2]([CH3:1])=[N:3][CH:4]=[CH:5][CH:6]=3)=[CH:13][C:12]=2[CH:14]=1. (3) The product is: [CH3:6][O:7][C:8](=[O:27])[CH2:9][CH:10]1[CH:20]([C:21]2[CH:26]=[CH:25][CH:24]=[CH:23][CH:22]=2)[S:17](=[O:18])(=[O:19])[C:12]2[CH:13]=[CH:14][CH:15]=[CH:16][C:11]1=2. Given the reactants C([O-])(O)=O.[Na+].[CH3:6][O:7][C:8](=[O:27])/[CH:9]=[CH:10]/[C:11]1[CH:16]=[CH:15][CH:14]=[CH:13][C:12]=1[S:17]([CH2:20][C:21]1[CH:26]=[CH:25][CH:24]=[CH:23][CH:22]=1)(=[O:19])=[O:18], predict the reaction product. (4) Given the reactants Br[C:2]1[CH:3]=[CH:4][C:5]2[NH:10][CH:9]([C:11]([F:14])([F:13])[F:12])[O:8][C:7]([CH3:16])([CH3:15])[C:6]=2[CH:17]=1.Br[C:19]1[S:23][C:22]([C:24]#[N:25])=[CH:21][C:20]=1[CH3:26], predict the reaction product. The product is: [CH3:15][C:7]1([CH3:16])[C:6]2[CH:17]=[C:2]([C:19]3[S:23][C:22]([C:24]#[N:25])=[CH:21][C:20]=3[CH3:26])[CH:3]=[CH:4][C:5]=2[NH:10][CH:9]([C:11]([F:14])([F:13])[F:12])[O:8]1. (5) Given the reactants [OH-:1].[Na+].[Cl:3][C:4]1[N:13]=[C:12](Cl)[C:11]2[C:6](=[CH:7][C:8]([Cl:15])=[CH:9][CH:10]=2)[N:5]=1, predict the reaction product. The product is: [Cl:3][C:4]1[NH:13][C:12](=[O:1])[C:11]2[C:6](=[CH:7][C:8]([Cl:15])=[CH:9][CH:10]=2)[N:5]=1. (6) Given the reactants [CH3:1][C:2]([CH3:5])([O-])[CH3:3].[K+].CO[C:9]1[CH:10]=[C:11](Cl)[CH:12]=[C:13](OC)[CH:14]=1.[C:18]1([NH2:24])C=C[CH:21]=[CH:20][CH:19]=1.[C:25]1(C)C=CC=CC=1, predict the reaction product. The product is: [C:9]1([N:24]([C:18]2[CH:19]=[C:20]([CH3:21])[CH:3]=[C:2]([CH3:5])[CH:1]=2)[CH3:25])[CH:10]=[CH:11][CH:12]=[CH:13][CH:14]=1.